This data is from Peptide-MHC class II binding affinity with 134,281 pairs from IEDB. The task is: Regression. Given a peptide amino acid sequence and an MHC pseudo amino acid sequence, predict their binding affinity value. This is MHC class II binding data. (1) The peptide sequence is VSSHNHIPGYKVQTN. The MHC is DRB5_0101 with pseudo-sequence DRB5_0101. The binding affinity (normalized) is 0.559. (2) The peptide sequence is AVLVATNFFGINTIP. The MHC is DRB1_1302 with pseudo-sequence DRB1_1302. The binding affinity (normalized) is 0.382. (3) The peptide sequence is YNYMEPYVSKNPRQA. The MHC is DRB1_1201 with pseudo-sequence DRB1_1201. The binding affinity (normalized) is 0. (4) The peptide sequence is EKIYFAATQFEPLAA. The MHC is HLA-DPA10201-DPB10101 with pseudo-sequence HLA-DPA10201-DPB10101. The binding affinity (normalized) is 0.592. (5) The peptide sequence is GATDVDGMAWFTPVG. The MHC is DRB3_0101 with pseudo-sequence DRB3_0101. The binding affinity (normalized) is 0.137. (6) The peptide sequence is DNACKRTYSDRGWGN. The MHC is DRB1_1302 with pseudo-sequence DRB1_1302. The binding affinity (normalized) is 0.